Dataset: HIV replication inhibition screening data with 41,000+ compounds from the AIDS Antiviral Screen. Task: Binary Classification. Given a drug SMILES string, predict its activity (active/inactive) in a high-throughput screening assay against a specified biological target. (1) The molecule is CC[N+](C)(CC)CCC[N+]12CCC(CC1)CC2. The result is 0 (inactive). (2) The compound is CC(=O)NC(=Cc1ccc(Cc2nc3c([nH]2)C(=O)c2ccccc2C3=O)cc1)c1nc2c([nH]1)C(=O)c1ccccc1C2=O. The result is 0 (inactive). (3) The molecule is [N-]=[N+]=C1C(=O)C2CC3CC(C2)CC1C3. The result is 0 (inactive). (4) The molecule is O=C(Cn1c2ccc(Br)cc2c2nc3ccccc3nc21)Nc1ccccc1. The result is 0 (inactive). (5) The compound is C=CC(C)(C)c1c(OC)oc2ccc(OC)c(C)c2c1=O. The result is 0 (inactive). (6) The molecule is CN(C)c1ccc(C=C(C#N)c2ccc(Br)cc2Br)cc1. The result is 0 (inactive).